Dataset: Forward reaction prediction with 1.9M reactions from USPTO patents (1976-2016). Task: Predict the product of the given reaction. Given the reactants [CH2:1]([O:3][C:4](=[O:23])[C:5]([CH3:22])([CH3:21])[CH:6]([C:8]1[CH:9]=[C:10]([O:19][CH3:20])[C:11]2[O:15][C:14]([CH3:17])([CH3:16])[CH2:13][C:12]=2[CH:18]=1)O)[CH3:2].C([SiH](CC)CC)C.C(=O)([O-])O.[Na+], predict the reaction product. The product is: [CH2:1]([O:3][C:4](=[O:23])[C:5]([CH3:22])([CH3:21])[CH2:6][C:8]1[CH:9]=[C:10]([O:19][CH3:20])[C:11]2[O:15][C:14]([CH3:16])([CH3:17])[CH2:13][C:12]=2[CH:18]=1)[CH3:2].